Dataset: Reaction yield outcomes from USPTO patents with 853,638 reactions. Task: Predict the reaction yield, written as a fraction of the theoretical maximum amount of product (1.0 means a 100% yield; for example, 0.34 means a 34% yield). (1) The reactants are [CH3:1][N:2]1[CH2:7][CH2:6][CH2:5][CH:4]([CH2:8][O:9][C:10]2[CH:15]=[CH:14][C:13]([NH2:16])=[CH:12][CH:11]=2)[CH2:3]1.O[CH:18]=[C:19]1[C:27]2[C:22](=[CH:23][CH:24]=[CH:25][CH:26]=2)[NH:21][C:20]1=[O:28]. No catalyst specified. The product is [CH3:1][N:2]1[CH2:7][CH2:6][CH2:5][CH:4]([CH2:8][O:9][C:10]2[CH:11]=[CH:12][C:13]([NH:16][CH:18]=[C:19]3[C:27]4[C:22](=[CH:23][CH:24]=[CH:25][CH:26]=4)[NH:21][C:20]3=[O:28])=[CH:14][CH:15]=2)[CH2:3]1. The yield is 0.810. (2) The reactants are [CH3:1][O:2][C:3]1[CH:55]=[CH:54][C:6]([C:7]([NH:20][C:21]2[N:29]=[CH:28][N:27]=[C:26]3[C:22]=2[N:23]=[CH:24][N:25]3[C@H:30]2[O:43][C@@H:42]([CH2:44][O:45]C(=O)C3C=CC=CC=3)[C@@H:32]([O:33]C(=O)C3C=CC=CC=3)[CH2:31]2)([C:14]2[CH:19]=[CH:18][CH:17]=[CH:16][CH:15]=2)[C:8]2[CH:13]=[CH:12][CH:11]=[CH:10][CH:9]=2)=[CH:5][CH:4]=1. The catalyst is N. The product is [CH3:1][O:2][C:3]1[CH:4]=[CH:5][C:6]([C:7]([NH:20][C:21]2[N:29]=[CH:28][N:27]=[C:26]3[C:22]=2[N:23]=[CH:24][N:25]3[C@H:30]2[O:43][C@@H:42]([CH2:44][OH:45])[C@@H:32]([OH:33])[CH2:31]2)([C:14]2[CH:15]=[CH:16][CH:17]=[CH:18][CH:19]=2)[C:8]2[CH:9]=[CH:10][CH:11]=[CH:12][CH:13]=2)=[CH:54][CH:55]=1. The yield is 0.980.